Dataset: hERG potassium channel inhibition data for cardiac toxicity prediction from Karim et al.. Task: Regression/Classification. Given a drug SMILES string, predict its toxicity properties. Task type varies by dataset: regression for continuous values (e.g., LD50, hERG inhibition percentage) or binary classification for toxic/non-toxic outcomes (e.g., AMES mutagenicity, cardiotoxicity, hepatotoxicity). Dataset: herg_karim. (1) The molecule is Cc1ccc(OCCN(C)CCc2ccc(NS(C)(=O)=O)cc2)c(C(N)=O)c1. The result is 1 (blocker). (2) The drug is CCc1[nH]c2cc(F)ccc2c1C1CCN(CCCSc2ccc(F)cc2)CC1. The result is 1 (blocker). (3) The molecule is CN(C)CCn1cc2c3c(cccc31)C1=CC(C(=O)N3CCCC3)CN(C(=O)Nc3ccccc3)C1C2. The result is 0 (non-blocker). (4) The drug is CCOc1cc2nnc(C(N)=O)c(Nc3ccc(C)cc3F)c2cc1N1CCN(C)CC1. The result is 0 (non-blocker). (5) The drug is CC(C)N1CCN(C(=O)N2CCc3ccccc3C2)CC1. The result is 0 (non-blocker). (6) The drug is Cc1ccc(-c2nnc(SCCCN3C[C@@H]4C[C@]4(c4ccc(C(F)(F)F)cc4)C3)n2C)cn1. The result is 1 (blocker). (7) The compound is CC(C)(C)c1nc2c3cc[nH]c(=O)c3c3cc(F)ccc3c2[nH]1. The result is 0 (non-blocker). (8) The drug is CC1(C(=O)N2CCO[C@@H](c3nc(-c4ccc(C(=O)Nc5cc(C(F)(F)F)ccn5)cc4)c4c(N)nccn34)C2)COC1. The result is 0 (non-blocker).